From a dataset of Forward reaction prediction with 1.9M reactions from USPTO patents (1976-2016). Predict the product of the given reaction. (1) Given the reactants [NH2:1][C:2]1[N:6]([CH2:7][CH2:8][F:9])[N:5]=[CH:4][C:3]=1[NH:10][C:11](=[O:22])[CH2:12][CH2:13][NH:14][C:15](=[O:21])[O:16][C:17]([CH3:20])([CH3:19])[CH3:18].C(N(CC)CC)C.[C:30](Cl)([C:43]1[CH:48]=[CH:47][CH:46]=[CH:45][CH:44]=1)([C:37]1[CH:42]=[CH:41][CH:40]=[CH:39][CH:38]=1)[C:31]1[CH:36]=[CH:35][CH:34]=[CH:33][CH:32]=1.O, predict the reaction product. The product is: [F:9][CH2:8][CH2:7][N:6]1[C:2]([NH:1][C:30]([C:31]2[CH:36]=[CH:35][CH:34]=[CH:33][CH:32]=2)([C:43]2[CH:44]=[CH:45][CH:46]=[CH:47][CH:48]=2)[C:37]2[CH:38]=[CH:39][CH:40]=[CH:41][CH:42]=2)=[C:3]([NH:10][C:11](=[O:22])[CH2:12][CH2:13][NH:14][C:15](=[O:21])[O:16][C:17]([CH3:19])([CH3:18])[CH3:20])[CH:4]=[N:5]1. (2) Given the reactants [CH3:1][O:2][C:3]1[C:4](=[O:40])[C:5]([CH3:39])=[C:6]([CH2:12][C:13]2[CH:14]=[CH:15][C:16]([O:35][C:36](=[O:38])[CH3:37])=[C:17]([CH:34]=2)[C:18]([NH:20][C:21]2[CH:33]=[CH:32][C:24]([C:25]([O:27]C(C)(C)C)=[O:26])=[CH:23][CH:22]=2)=[O:19])[C:7](=[O:11])[C:8]=1[O:9][CH3:10], predict the reaction product. The product is: [CH3:1][O:2][C:3]1[C:4](=[O:40])[C:5]([CH3:39])=[C:6]([CH2:12][C:13]2[CH:14]=[CH:15][C:16]([O:35][C:36](=[O:38])[CH3:37])=[C:17]([CH:34]=2)[C:18]([NH:20][C:21]2[CH:33]=[CH:32][C:24]([C:25]([OH:27])=[O:26])=[CH:23][CH:22]=2)=[O:19])[C:7](=[O:11])[C:8]=1[O:9][CH3:10].